This data is from Full USPTO retrosynthesis dataset with 1.9M reactions from patents (1976-2016). The task is: Predict the reactants needed to synthesize the given product. (1) Given the product [Na:1].[CH3:2][C:3]1[C:4]([CH2:21][S:22]([C:24]2[NH:25][C:26]3[CH:32]=[CH:31][CH:30]=[CH:29][C:27]=3[N:28]=2)=[O:23])=[N:5][CH:6]=[CH:7][C:8]=1[O:9][CH2:10][CH2:11][C:12]1([CH3:18])[O:17][CH2:16][CH2:15][CH2:14][O:13]1, predict the reactants needed to synthesize it. The reactants are: [Na:1].[CH3:2][C:3]1[C:4]([CH2:21][S:22]([C:24]2[NH:28][C:27]3[CH:29]=[CH:30][CH:31]=[CH:32][C:26]=3[N:25]=2)=[O:23])=[N:5][CH:6]=[CH:7][C:8]=1[O:9][CH2:10][CH2:11][C:12]1([CH2:18]CC)[O:17][CH2:16][CH2:15][CH2:14][O:13]1.CC1(CCO)OCCCO1. (2) Given the product [CH2:1]([O:3][C:4]([C:6]1[O:10][N:9]=[C:8]([C:11]2[CH:12]=[CH:13][C:14]([O:17][CH2:19][C:20]3[C:21]([Cl:26])=[N:22][CH:23]=[CH:24][CH:25]=3)=[CH:15][CH:16]=2)[CH:7]=1)=[O:5])[CH3:2], predict the reactants needed to synthesize it. The reactants are: [CH2:1]([O:3][C:4]([C:6]1[O:10][N:9]=[C:8]([C:11]2[CH:16]=[CH:15][C:14]([OH:17])=[CH:13][CH:12]=2)[CH:7]=1)=[O:5])[CH3:2].Br[CH2:19][C:20]1[C:21]([Cl:26])=[N:22][CH:23]=[CH:24][CH:25]=1. (3) Given the product [N:12]1([CH2:15][CH2:16][O:18][C:23]2[CH:22]=[CH:7][C:6]([B:4]3[O:5][C:6]([CH3:8])([CH3:7])[C:2]([CH3:9])([CH3:1])[O:3]3)=[CH:2][CH:1]=2)[CH2:13][CH2:14][CH2:11][CH2:10]1, predict the reactants needed to synthesize it. The reactants are: [CH3:1][C:2]1([CH3:9])[C:6]([CH3:8])([CH3:7])[O:5][BH:4][O:3]1.[CH2:10]([N:12]([CH2:15][CH3:16])[CH2:13][CH3:14])[CH3:11].O.[O:18]1[CH2:23][CH2:22]OCC1. (4) The reactants are: [NH2:1][C:2]1[CH:3]=[C:4]([OH:8])[CH:5]=[CH:6][CH:7]=1.Cl[C:10]1[N:15]=[C:14](Cl)[N:13]=[C:12]([CH2:17][CH3:18])[N:11]=1. Given the product [CH2:17]([C:12]1[N:13]=[C:14]([NH:1][C:2]2[CH:7]=[CH:6][CH:5]=[C:4]([OH:8])[CH:3]=2)[N:15]=[C:10]([NH:1][C:2]2[CH:7]=[CH:6][CH:5]=[C:4]([OH:8])[CH:3]=2)[N:11]=1)[CH3:18], predict the reactants needed to synthesize it. (5) Given the product [NH2:16][C@@H:17]([CH2:40][S:41][CH2:42][C@H:43]([NH:58][C:59](=[O:71])[CH2:60][CH2:61][CH2:62][CH2:63][CH2:64][CH2:65][CH2:66][CH2:67][CH2:68][CH2:69][CH3:70])[CH2:44][O:45][CH2:46][CH2:47][CH2:48][CH2:49][CH2:50][CH2:51][CH2:52][CH2:53][CH2:54][CH2:55][CH2:56][CH3:57])[C:18](=[O:39])[NH:19][CH2:20][CH2:21][O:22][CH2:23][CH2:24][O:25][CH2:26][CH2:27][O:28][CH2:29][CH2:30][P:31](=[O:32])([O:36][CH2:37][CH3:38])[O:33][CH2:34][CH3:35], predict the reactants needed to synthesize it. The reactants are: C1C2C(OC(=O)[N:16](C)[C@@H:17]([CH2:40][S:41][CH2:42][C@H:43]([NH:58][C:59](=[O:71])[CH2:60][CH2:61][CH2:62][CH2:63][CH2:64][CH2:65][CH2:66][CH2:67][CH2:68][CH2:69][CH3:70])[CH2:44][O:45][CH2:46][CH2:47][CH2:48][CH2:49][CH2:50][CH2:51][CH2:52][CH2:53][CH2:54][CH2:55][CH2:56][CH3:57])[C:18](=[O:39])[NH:19][CH2:20][CH2:21][O:22][CH2:23][CH2:24][O:25][CH2:26][CH2:27][O:28][CH2:29][CH2:30][P:31]([O:36][CH2:37][CH3:38])([O:33][CH2:34][CH3:35])=[O:32])C3C(=CC=CC=3)C=2C=CC=1.N1CCCCC1. (6) Given the product [CH3:17][CH:16]([CH3:18])[CH2:15][N:6]1[C:5]2[CH:4]=[CH:3][C:2]([B:28]3[O:32][C:31]([CH3:34])([CH3:33])[C:30]([CH3:36])([CH3:35])[O:29]3)=[CH:14][C:13]=2[C:12]2[C:7]1=[CH:8][CH:9]=[CH:10][CH:11]=2, predict the reactants needed to synthesize it. The reactants are: Br[C:2]1[CH:3]=[CH:4][C:5]2[N:6]([CH2:15][CH:16]([CH3:18])[CH3:17])[C:7]3[C:12]([C:13]=2[CH:14]=1)=[CH:11][CH:10]=[CH:9][CH:8]=3.[Li]CCCC.C(O[B:28]1[O:32][C:31]([CH3:34])([CH3:33])[C:30]([CH3:36])([CH3:35])[O:29]1)(C)C. (7) Given the product [CH2:26]([O:23][C:22](=[O:24])[CH2:21][C@@H:19]1[CH2:18][S:17][C:16]([C:13]2[NH:14][C:15]3[C:11]([CH:12]=2)=[CH:10][C:9]([F:25])=[CH:8][C:7]=3[NH:6][CH:1]2[CH2:2][CH2:3][CH2:4][CH2:5]2)=[N:20]1)[CH3:27], predict the reactants needed to synthesize it. The reactants are: [CH:1]1([NH:6][C:7]2[CH:8]=[C:9]([F:25])[CH:10]=[C:11]3[C:15]=2[NH:14][C:13]([C:16]2[S:17][CH2:18][C@@H:19]([CH2:21][C:22]([OH:24])=[O:23])[N:20]=2)=[CH:12]3)[CH2:5][CH2:4][CH2:3][CH2:2]1.[C:26](Cl)(=O)[CH3:27]. (8) The reactants are: [NH2:1][C:2]1[N:7]=[C:6](S(C)=O)[C:5]([C:11]2[CH:12]=[CH:13][C:14](=[O:20])[N:15]([CH:17]([CH3:19])[CH3:18])[N:16]=2)=[C:4]([C:21]2[CH:26]=[CH:25][CH:24]=[CH:23][CH:22]=2)[N:3]=1.[CH3:27][N:28]([CH3:32])[CH2:29][CH2:30][NH2:31]. Given the product [NH2:1][C:2]1[N:7]=[C:6]([NH:31][CH2:30][CH2:29][N:28]([CH3:32])[CH3:27])[C:5]([C:11]2[CH:12]=[CH:13][C:14](=[O:20])[N:15]([CH:17]([CH3:19])[CH3:18])[N:16]=2)=[C:4]([C:21]2[CH:26]=[CH:25][CH:24]=[CH:23][CH:22]=2)[N:3]=1, predict the reactants needed to synthesize it.